This data is from Full USPTO retrosynthesis dataset with 1.9M reactions from patents (1976-2016). The task is: Predict the reactants needed to synthesize the given product. Given the product [ClH:39].[NH2:1][C:2]1[N:7]=[CH:6][N:5]=[C:4]2[N:8]([C@@H:27]3[CH2:31][CH2:30][NH:29][CH2:28]3)[N:9]=[C:10]([C:11]3[CH:12]=[CH:13][C:14]([C:17]([NH:18][C:19]4[CH:24]=[C:23]([CH3:25])[CH:22]=[CH:21][N:20]=4)=[O:26])=[CH:15][CH:16]=3)[C:3]=12, predict the reactants needed to synthesize it. The reactants are: [NH2:1][C:2]1[N:7]=[CH:6][N:5]=[C:4]2[N:8]([C@@H:27]3[CH2:31][CH2:30][N:29](C(OC(C)(C)C)=O)[CH2:28]3)[N:9]=[C:10]([C:11]3[CH:16]=[CH:15][C:14]([C:17](=[O:26])[NH:18][C:19]4[CH:24]=[C:23]([CH3:25])[CH:22]=[CH:21][N:20]=4)=[CH:13][CH:12]=3)[C:3]=12.[ClH:39].O1CCOCC1.